Dataset: Forward reaction prediction with 1.9M reactions from USPTO patents (1976-2016). Task: Predict the product of the given reaction. (1) Given the reactants ClC1C(OCC2(C(F)(F)F)CCCCC2)=C[C:5](F)=[C:6]([CH:14]=1)C(OC(C)(C)C)=O.Cl[C:29]1[C:30]([O:43][CH2:44][CH:45]2[CH2:50][CH2:49][C:48]([CH3:52])([CH3:51])[CH2:47][CH2:46]2)=[CH:31][C:32]([F:42])=[C:33]([CH:41]=1)[C:34]([O:36][C:37]([CH3:40])([CH3:39])[CH3:38])=[O:35], predict the reaction product. The product is: [CH:14]1([C:29]2[C:30]([O:43][CH2:44][CH:45]3[CH2:50][CH2:49][C:48]([CH3:52])([CH3:51])[CH2:47][CH2:46]3)=[CH:31][C:32]([F:42])=[C:33]([CH:41]=2)[C:34]([O:36][C:37]([CH3:40])([CH3:39])[CH3:38])=[O:35])[CH2:6][CH2:5]1. (2) Given the reactants Cl[C:2]1[N:7]=[C:6]([NH2:8])[C:5]([F:9])=[CH:4][N:3]=1.[CH3:10][S-:11].[Na+], predict the reaction product. The product is: [F:9][C:5]1[C:6]([NH2:8])=[N:7][C:2]([S:11][CH3:10])=[N:3][CH:4]=1. (3) The product is: [CH2:18]([C:17]([C:22]1[CH:27]=[CH:26][C:25]([O:28][CH2:29][CH2:30][CH2:31][C:32]([O:34][CH2:35][CH3:36])=[O:33])=[C:24]([O:37][CH3:38])[CH:23]=1)=[C:8]([C:10]1[CH:15]=[CH:14][C:13]([OH:16])=[CH:12][CH:11]=1)[C:5]1[CH:6]=[CH:7][C:2]([OH:1])=[CH:3][CH:4]=1)[CH3:19]. Given the reactants [OH:1][C:2]1[CH:7]=[CH:6][C:5]([C:8]([C:10]2[CH:15]=[CH:14][C:13]([OH:16])=[CH:12][CH:11]=2)=O)=[CH:4][CH:3]=1.[C:17]([C:22]1[CH:27]=[CH:26][C:25]([O:28][CH2:29][CH2:30][CH2:31][C:32]([O:34][CH2:35][CH3:36])=[O:33])=[C:24]([O:37][CH3:38])[CH:23]=1)(=O)[CH2:18][CH2:19]C, predict the reaction product. (4) The product is: [Cl:42][C:43]1[CH:44]=[CH:45][C:46]([C@@H:49]([CH2:53][NH:54][CH2:55][C:56]([OH:59])([CH3:57])[CH3:58])[C:50]([N:38]2[CH2:37][CH2:36][N:35]([C:33]3[C:34]4[C@H:26]([CH3:25])[CH2:27][C@@H:28]([OH:41])[C:29]=4[N:30]=[CH:31][N:32]=3)[CH2:40][CH2:39]2)=[O:51])=[CH:47][CH:48]=1. Given the reactants F[P-](F)(F)(F)(F)F.N1(OC(N(C)C)=[N+](C)C)C2C=CC=CC=2N=N1.[CH3:25][C@H:26]1[C:34]2[C:33]([N:35]3[CH2:40][CH2:39][NH:38][CH2:37][CH2:36]3)=[N:32][CH:31]=[N:30][C:29]=2[C@H:28]([OH:41])[CH2:27]1.[Cl:42][C:43]1[CH:48]=[CH:47][C:46]([C@@H:49]([CH2:53][NH:54][CH2:55][C:56]([OH:59])([CH3:58])[CH3:57])[C:50](O)=[O:51])=[CH:45][CH:44]=1.C(Cl)Cl, predict the reaction product.